Dataset: Forward reaction prediction with 1.9M reactions from USPTO patents (1976-2016). Task: Predict the product of the given reaction. (1) Given the reactants [CH:1]1([CH:4]([C:6]2[CH:11]=[CH:10][C:9]([F:12])=[CH:8][CH:7]=2)O)[CH2:3][CH2:2]1.[CH3:13][C:14]1[C:18]([C:19]2[CH:20]=[C:21]3[CH:27]=[CH:26][NH:25][C:22]3=[N:23][CH:24]=2)=[C:17]([CH3:28])[O:16][N:15]=1.FC(F)(F)C(O)=O.C(=O)([O-])[O-].[K+].[K+], predict the reaction product. The product is: [CH:1]1([CH:4]([C:6]2[CH:11]=[CH:10][C:9]([F:12])=[CH:8][CH:7]=2)[C:27]2[C:21]3[C:22](=[N:23][CH:24]=[C:19]([C:18]4[C:14]([CH3:13])=[N:15][O:16][C:17]=4[CH3:28])[CH:20]=3)[NH:25][CH:26]=2)[CH2:3][CH2:2]1. (2) Given the reactants [CH3:1][C:2]1[C:6]([CH2:7][CH2:8][CH2:9][OH:10])=[CH:5][N:4]([C:11]2[CH:16]=[CH:15][C:14]([C:17]([F:20])([F:19])[F:18])=[CH:13][N:12]=2)[N:3]=1.O[C:22]1[CH:27]=[CH:26][C:25]([CH2:28][CH2:29][C:30]([O:32]CC)=[O:31])=[CH:24][C:23]=1[O:35][CH3:36].C(P(CCCC)CCCC)CCC.N(C(N1CCCCC1)=O)=NC(N1CCCCC1)=O, predict the reaction product. The product is: [CH3:36][O:35][C:23]1[CH:24]=[C:25]([CH2:28][CH2:29][C:30]([OH:32])=[O:31])[CH:26]=[CH:27][C:22]=1[O:10][CH2:9][CH2:8][CH2:7][C:6]1[C:2]([CH3:1])=[N:3][N:4]([C:11]2[CH:16]=[CH:15][C:14]([C:17]([F:19])([F:20])[F:18])=[CH:13][N:12]=2)[CH:5]=1. (3) Given the reactants [C:1]([O:5][C:6](=[O:19])[N:7]([CH2:9][C:10]1[CH:15]=[CH:14][C:13]([Cl:16])=[C:12]([CH2:17][OH:18])[CH:11]=1)[CH3:8])([CH3:4])([CH3:3])[CH3:2], predict the reaction product. The product is: [C:1]([O:5][C:6](=[O:19])[N:7]([CH2:9][C:10]1[CH:15]=[CH:14][C:13]([Cl:16])=[C:12]([CH:17]=[O:18])[CH:11]=1)[CH3:8])([CH3:4])([CH3:2])[CH3:3]. (4) Given the reactants [Cl:1][C:2]1[CH:11]=[C:10]([F:12])[C:9]2[C:4](=[CH:5][CH:6]=[C:7]([O:13]C)[CH:8]=2)[N:3]=1.B(Br)(Br)Br, predict the reaction product. The product is: [Cl:1][C:2]1[CH:11]=[C:10]([F:12])[C:9]2[C:4](=[CH:5][CH:6]=[C:7]([OH:13])[CH:8]=2)[N:3]=1. (5) Given the reactants Cl[C:2]1[N:7]2[N:8]=[C:9]([NH:11][C:12](=[O:19])[C:13]3[CH:18]=[CH:17][CH:16]=[N:15][CH:14]=3)[N:10]=[C:6]2[CH:5]=[C:4]([C:20]([F:23])([F:22])[F:21])[CH:3]=1.[CH3:24][NH2:25], predict the reaction product. The product is: [CH3:24][NH:25][C:2]1[N:7]2[N:8]=[C:9]([NH:11][C:12](=[O:19])[C:13]3[CH:18]=[CH:17][CH:16]=[N:15][CH:14]=3)[N:10]=[C:6]2[CH:5]=[C:4]([C:20]([F:23])([F:22])[F:21])[CH:3]=1. (6) Given the reactants [CH:1]([C:3]1[CH:9]=[CH:8][CH:7]=[CH:6][C:4]=1N)=[CH2:2].C([N:12](CC)CC)C.[Cl:17][CH:18]([Cl:22])[C:19](Cl)=[O:20], predict the reaction product. The product is: [Cl:17][CH:18]([Cl:22])[C:19]([NH:12][C:6]1[CH:7]=[CH:8][CH:9]=[C:3]([CH:1]=[CH2:2])[CH:4]=1)=[O:20]. (7) Given the reactants I[C:2]1[C:10]2[C:5](=[CH:6][C:7]([C@H:11]3[C@@:13]4([C:21]5[C:16](=[CH:17][CH:18]=[CH:19][CH:20]=5)[NH:15][C:14]4=[O:22])[CH2:12]3)=[CH:8][CH:9]=2)[N:4]([CH2:23][O:24][CH2:25][CH2:26][Si:27]([CH3:30])([CH3:29])[CH3:28])[N:3]=1.[CH:31]([C:33]1[CH:38]=[CH:37][N:36]=[CH:35][CH:34]=1)=[CH2:32].C(N(C(C)C)CC)(C)C.CC1C=CC=CC=1P(C1C=CC=CC=1C)C1C=CC=CC=1C, predict the reaction product. The product is: [N:36]1[CH:37]=[CH:38][C:33](/[CH:31]=[CH:32]/[C:2]2[C:10]3[C:5](=[CH:6][C:7]([C@H:11]4[C@@:13]5([C:21]6[C:16](=[CH:17][CH:18]=[CH:19][CH:20]=6)[NH:15][C:14]5=[O:22])[CH2:12]4)=[CH:8][CH:9]=3)[N:4]([CH2:23][O:24][CH2:25][CH2:26][Si:27]([CH3:30])([CH3:29])[CH3:28])[N:3]=2)=[CH:34][CH:35]=1.